Dataset: Reaction yield outcomes from USPTO patents with 853,638 reactions. Task: Predict the reaction yield, written as a fraction of the theoretical maximum amount of product (1.0 means a 100% yield; for example, 0.34 means a 34% yield). The reactants are [Br:1][C:2]1[CH:7]=[CH:6][C:5]([CH:8]2[CH2:13][CH:12]=[CH:11]C[O:9]2)=[CH:4][CH:3]=1.[H][H]. The catalyst is C1(C)C=CC=CC=1.C(O)C.C1C=CC(P(C2C=CC=CC=2)C2C=CC=CC=2)=CC=1.C1C=CC(P(C2C=CC=CC=2)C2C=CC=CC=2)=CC=1.C1C=CC(P(C2C=CC=CC=2)C2C=CC=CC=2)=CC=1.[Cl-].[Rh]. The product is [Br:1][C:2]1[CH:3]=[CH:4][C:5]([CH:8]2[CH2:13][CH2:12][CH2:11][O:9]2)=[CH:6][CH:7]=1. The yield is 0.350.